This data is from Forward reaction prediction with 1.9M reactions from USPTO patents (1976-2016). The task is: Predict the product of the given reaction. Given the reactants [NH2:1][C:2]1[C:3]([F:21])=[C:4]([C:9]([C:11]2[C:19]3[C:14](=[N:15][CH:16]=[C:17]([I:20])[CH:18]=3)[NH:13][CH:12]=2)=[O:10])[C:5]([F:8])=[CH:6][CH:7]=1.[N:22]1([S:27](Cl)(=[O:29])=[O:28])[CH2:26][CH2:25][CH2:24][CH2:23]1.[NH4+].[Cl-], predict the reaction product. The product is: [F:21][C:3]1[C:4]([C:9]([C:11]2[C:19]3[C:14](=[N:15][CH:16]=[C:17]([I:20])[CH:18]=3)[NH:13][CH:12]=2)=[O:10])=[C:5]([F:8])[CH:6]=[CH:7][C:2]=1[NH:1][S:27]([N:22]1[CH2:26][CH2:25][CH2:24][CH2:23]1)(=[O:29])=[O:28].